The task is: Regression. Given a peptide amino acid sequence and an MHC pseudo amino acid sequence, predict their binding affinity value. This is MHC class II binding data.. This data is from Peptide-MHC class II binding affinity with 134,281 pairs from IEDB. The peptide sequence is LISRVLDGLVMTTIS. The MHC is DRB1_1101 with pseudo-sequence DRB1_1101. The binding affinity (normalized) is 0.388.